This data is from Reaction yield outcomes from USPTO patents with 853,638 reactions. The task is: Predict the reaction yield, written as a fraction of the theoretical maximum amount of product (1.0 means a 100% yield; for example, 0.34 means a 34% yield). (1) The reactants are [NH2:1][C:2]([C:4]1[CH:5]=[N:6][C:7]2[C:12]([C:13]=1[NH:14][C:15]1[CH:16]=[C:17]([CH:23]=[CH:24][CH:25]=1)[C:18]([O:20]CC)=[O:19])=[CH:11][CH:10]=[C:9](Br)[CH:8]=2)=[O:3].B1(B2OC(C)(C)C(C)(C)O2)OC(C)(C)C(C)(C)O1.C([O-])(=O)C.[K+].Br[C:51]1[C:52]([O:60][CH2:61][CH3:62])=[N:53][C:54]([O:57][CH2:58][CH3:59])=[N:55][CH:56]=1.C(=O)(O)[O-].[Na+].[OH-].[Na+]. The product is [NH2:1][C:2]([C:4]1[CH:5]=[N:6][C:7]2[C:12]([C:13]=1[NH:14][C:15]1[CH:16]=[C:17]([CH:23]=[CH:24][CH:25]=1)[C:18]([OH:20])=[O:19])=[CH:11][CH:10]=[C:9]([C:51]1[C:52]([O:60][CH2:61][CH3:62])=[N:53][C:54]([O:57][CH2:58][CH3:59])=[N:55][CH:56]=1)[CH:8]=2)=[O:3]. The yield is 0.460. The catalyst is O1CCOCC1.C1C=CC([P]([Pd]([P](C2C=CC=CC=2)(C2C=CC=CC=2)C2C=CC=CC=2)([P](C2C=CC=CC=2)(C2C=CC=CC=2)C2C=CC=CC=2)[P](C2C=CC=CC=2)(C2C=CC=CC=2)C2C=CC=CC=2)(C2C=CC=CC=2)C2C=CC=CC=2)=CC=1.C(O)C. (2) The reactants are I[C:2]1[CH:7]=[CH:6][CH:5]=[CH:4][N:3]=1.[CH2:8]([N:12]1[CH:17]=[CH:16][CH:15]=[CH:14][C:13]1=[O:18])[CH2:9][C:10]#[CH:11]. No catalyst specified. The product is [N:3]1[CH:4]=[CH:5][CH:6]=[CH:7][C:2]=1[C:11]#[C:10][CH2:9][CH2:8][N:12]1[CH:17]=[CH:16][CH:15]=[CH:14][C:13]1=[O:18]. The yield is 0.200. (3) The reactants are [F:1][C:2]1[CH:3]=[C:4]([CH3:13])[C:5]([O:11][CH3:12])=[C:6]([CH:8]([NH2:10])[CH3:9])[CH:7]=1.F[C:15]1[CH:20]=[C:19]([F:21])[CH:18]=[CH:17][C:16]=1[S:22]([CH3:25])(=[O:24])=[O:23].C(N(C(C)C)CC)(C)C.ClCCl. The catalyst is CN(C)C=O. The product is [F:21][C:19]1[CH:20]=[CH:15][C:16]([S:22]([CH3:25])(=[O:24])=[O:23])=[C:17]([NH:10][CH:8]([C:6]2[CH:7]=[C:2]([F:1])[CH:3]=[C:4]([CH3:13])[C:5]=2[O:11][CH3:12])[CH3:9])[CH:18]=1. The yield is 0.140. (4) The reactants are O[CH:2]1[CH2:8][CH2:7][N:6]([C:9]([O:11][CH2:12][C:13]2[CH:18]=[CH:17][CH:16]=[CH:15][CH:14]=2)=[O:10])[CH2:5][CH2:4][CH:3]1[C:19]([O:21][CH2:22][CH3:23])=[O:20].C(N(CC)CC)C.CS(Cl)(=O)=O.C1CCN2C(=NCCC2)CC1. The catalyst is ClCCl.C(OCC)(=O)C.CCCCCC. The product is [N:6]1([C:9]([O:11][CH2:12][C:13]2[CH:14]=[CH:15][CH:16]=[CH:17][CH:18]=2)=[O:10])[CH2:7][CH2:8][CH:2]=[C:3]([C:19]([O:21][CH2:22][CH3:23])=[O:20])[CH2:4][CH2:5]1. The yield is 0.800. (5) The reactants are [Br:1][C:2]1[C:3]([N:17]2[CH2:22][CH2:21][CH2:20][C@@H:19]([NH:23]C(=O)OC(C)(C)C)[CH2:18]2)=[C:4]2[C:10]([NH:11][C:12]([CH:14]3[CH2:16][CH2:15]3)=[O:13])=[CH:9][NH:8][C:5]2=[N:6][CH:7]=1.[ClH:31]. The catalyst is C(O)(C(F)(F)F)=O.C(Cl)Cl.CCOCC. The product is [ClH:31].[NH2:23][C@@H:19]1[CH2:20][CH2:21][CH2:22][N:17]([C:3]2[C:2]([Br:1])=[CH:7][N:6]=[C:5]3[NH:8][CH:9]=[C:10]([NH:11][C:12]([CH:14]4[CH2:15][CH2:16]4)=[O:13])[C:4]=23)[CH2:18]1. The yield is 0.670. (6) The reactants are [CH:1]([OH:3])=O.OO.[Cl:6][C:7]1[CH:12]=[CH:11][C:10]([C:13]2C[CH2:16][CH2:15][CH:14]=2)=[CH:9][CH:8]=1. No catalyst specified. The product is [Cl:6][C:7]1[CH:12]=[CH:11][C:10]([CH:13]2[CH2:14][CH2:15][CH2:16][C:1]2=[O:3])=[CH:9][CH:8]=1. The yield is 0.349. (7) The reactants are C(=O)([O-])[O-].[Cs+].[Cs+].[OH:7][C:8]1[CH:9]=[C:10]([CH:13]=[C:14]([OH:16])[CH:15]=1)[C:11]#[N:12].[CH2:17](Br)[C:18]1[CH:23]=[CH:22][CH:21]=[CH:20][CH:19]=1. The catalyst is CN(C)C=O. The product is [CH2:17]([O:7][C:8]1[CH:9]=[C:10]([CH:13]=[C:14]([OH:16])[CH:15]=1)[C:11]#[N:12])[C:18]1[CH:23]=[CH:22][CH:21]=[CH:20][CH:19]=1. The yield is 0.260. (8) The catalyst is C(O)C.[Pd]. The yield is 0.900. The product is [F:1][C:2]1[CH:17]=[CH:16][C:5]([O:6][C:7]2[CH:8]=[C:9]([CH:10]=[CH:11][CH:12]=2)[NH2:13])=[CH:4][CH:3]=1. The reactants are [F:1][C:2]1[CH:17]=[CH:16][C:5]([O:6][C:7]2[CH:8]=[C:9]([N+:13]([O-])=O)[CH:10]=[CH:11][CH:12]=2)=[CH:4][CH:3]=1. (9) The reactants are [Br:1][C:2]1[C:3]([CH3:14])=[C:4]([Cl:13])[CH:5]=[C:6]([CH:10](Cl)[CH3:11])[C:7]=1[O:8][CH3:9].[CH3:15][C:16]1[C:24]2[C:19](=[N:20][CH:21]=[N:22][C:23]=2[NH2:25])[NH:18][N:17]=1.[I-].[K+].C(=O)([O-])[O-].[Cs+].[Cs+]. The catalyst is CN(C)C=O.C(Cl)Cl. The product is [Br:1][C:2]1[C:7]([O:8][CH3:9])=[C:6]([CH:10]([N:18]2[C:19]3=[N:20][CH:21]=[N:22][C:23]([NH2:25])=[C:24]3[C:16]([CH3:15])=[N:17]2)[CH3:11])[CH:5]=[C:4]([Cl:13])[C:3]=1[CH3:14]. The yield is 0.500. (10) The reactants are [Br:1][C:2]1[CH:3]=[C:4]([N:13]([CH2:20][CH:21]([F:23])[F:22])[CH:14]2[CH2:19][CH2:18][O:17][CH2:16][CH2:15]2)[C:5]([CH3:12])=[C:6]([CH:11]=1)[C:7]([O:9]C)=[O:8].[OH-].[Na+]. The catalyst is C1COCC1.CO. The product is [Br:1][C:2]1[CH:3]=[C:4]([N:13]([CH2:20][CH:21]([F:23])[F:22])[CH:14]2[CH2:19][CH2:18][O:17][CH2:16][CH2:15]2)[C:5]([CH3:12])=[C:6]([CH:11]=1)[C:7]([OH:9])=[O:8]. The yield is 0.960.